This data is from CYP2C9 inhibition data for predicting drug metabolism from PubChem BioAssay. The task is: Regression/Classification. Given a drug SMILES string, predict its absorption, distribution, metabolism, or excretion properties. Task type varies by dataset: regression for continuous measurements (e.g., permeability, clearance, half-life) or binary classification for categorical outcomes (e.g., BBB penetration, CYP inhibition). Dataset: cyp2c9_veith. (1) The drug is CCOC(=O)C(=Cc1ccc(-c2ccsc2C(=O)OC)o1)C(=O)OCC. The result is 1 (inhibitor). (2) The drug is CCCN1C[C@H](CSC)C[C@H]2c3cccc4[nH]cc(c34)C[C@@H]21.CS(=O)(=O)O. The result is 0 (non-inhibitor).